From a dataset of Full USPTO retrosynthesis dataset with 1.9M reactions from patents (1976-2016). Predict the reactants needed to synthesize the given product. (1) Given the product [CH:1]([O:4][C:5]1[CH:6]=[C:7]2[C:8](=[CH:9][CH:10]=1)[NH:11][CH:15]=[CH:14]2)([CH3:3])[CH3:2], predict the reactants needed to synthesize it. The reactants are: [CH:1]([O:4][C:5]1[CH:10]=[CH:9][C:8]([N+:11]([O-])=O)=[C:7]([CH3:14])[CH:6]=1)([CH3:3])[CH3:2].[C:15](OC(N(C)C)N(C)C)(C)(C)C. (2) Given the product [CH3:23][O:24][CH2:25][CH2:26][N:27]([CH3:28])[C:8]([C:6]1[O:7][C:3]([CH:1]=[O:2])=[CH:4][CH:5]=1)=[O:10], predict the reactants needed to synthesize it. The reactants are: [CH:1]([C:3]1[O:7][C:6]([C:8]([OH:10])=O)=[CH:5][CH:4]=1)=[O:2].C(N1C=CN=C1)(N1C=CN=C1)=O.[CH3:23][O:24][CH2:25][CH2:26][NH:27][CH3:28]. (3) Given the product [F:1][C:2]1[CH:3]=[C:4]([CH:13]([NH:17][C:18]([N:20]2[CH2:25][C:24](=[O:26])[NH:23][C:22]3[CH:35]=[C:36]([O:39][CH3:40])[CH:37]=[N:38][C:21]2=3)=[O:19])[CH2:14][O:15][CH3:16])[CH:5]=[CH:6][C:7]=1[O:8][C:9]([F:10])([F:11])[F:12], predict the reactants needed to synthesize it. The reactants are: [F:1][C:2]1[CH:3]=[C:4]([CH:13]([NH:17][C:18]([N:20]2[CH2:25][C:24](=[O:26])[N:23](COCC[Si](C)(C)C)[C:22]3[CH:35]=[C:36]([O:39][CH3:40])[CH:37]=[N:38][C:21]2=3)=[O:19])[CH2:14][O:15][CH3:16])[CH:5]=[CH:6][C:7]=1[O:8][C:9]([F:12])([F:11])[F:10].FC(F)(F)C(O)=O. (4) Given the product [CH3:13][O:14][CH2:15][CH2:16][O:17][CH2:18][C:19]1[O:21][N:23]=[C:24]([C:26]2[CH:27]=[CH:28][C:29]([CH3:40])=[C:30]([NH:32][C:33](=[O:39])[O:34][C:35]([CH3:36])([CH3:37])[CH3:38])[CH:31]=2)[N:25]=1, predict the reactants needed to synthesize it. The reactants are: C1N=CN(C(N2C=NC=C2)=O)C=1.[CH3:13][O:14][CH2:15][CH2:16][O:17][CH2:18][C:19]([OH:21])=O.O[N:23]=[C:24]([C:26]1[CH:27]=[CH:28][C:29]([CH3:40])=[C:30]([NH:32][C:33](=[O:39])[O:34][C:35]([CH3:38])([CH3:37])[CH3:36])[CH:31]=1)[NH2:25]. (5) Given the product [CH3:13][C@@H:11]1[CH2:12][NH:8][C@H:9]([C:14]2[NH:52][C:17]3=[N:18][CH:19]=[C:20]([C:22]4[CH:27]=[CH:26][C:25]([C:28]5[CH:29]=[CH:30][C:31]([C:34]6[N:35]=[C:36]([C@@H:39]7[CH2:43][C@H:42]([CH3:44])[CH2:41][NH:40]7)[NH:37][CH:38]=6)=[CH:32][CH:33]=5)=[CH:24][CH:23]=4)[CH:21]=[C:16]3[N:15]=2)[CH2:10]1, predict the reactants needed to synthesize it. The reactants are: C(OC([N:8]1[CH2:12][C@@H:11]([CH3:13])[CH2:10][C@@H:9]1[C:14]1[NH:52][C:17]2=[N:18][CH:19]=[C:20]([C:22]3[CH:27]=[CH:26][C:25]([C:28]4[CH:33]=[CH:32][C:31]([C:34]5[N:35]=[C:36]([C@@H:39]6[CH2:43][C@H:42]([CH3:44])[CH2:41][N:40]6C(OC(C)(C)C)=O)[NH:37][CH:38]=5)=[CH:30][CH:29]=4)=[CH:24][CH:23]=3)[CH:21]=[C:16]2[N:15]=1)=O)(C)(C)C.Cl. (6) Given the product [CH2:25]([O:24][C:21](=[O:23])[NH:1][CH2:2][CH2:10][CH2:9][CH2:8][CH2:7][C:6](=[O:11])[NH:1][C:2]1[CH:10]=[CH:9][CH:8]=[C:7]2[C:3]=1[C:4](=[O:20])[N:5]([CH:12]1[CH2:17][CH2:16][C:15](=[O:18])[NH:14][C:13]1=[O:19])[C:6]2=[O:11])[C:26]1[CH:15]=[CH:16][CH:17]=[CH:12][CH:13]=1, predict the reactants needed to synthesize it. The reactants are: [NH2:1][C:2]1[CH:10]=[CH:9][CH:8]=[C:7]2[C:3]=1[C:4](=[O:20])[N:5]([CH:12]1[CH2:17][CH2:16][C:15](=[O:18])[NH:14][C:13]1=[O:19])[C:6]2=[O:11].[C:21]([O:24][CH2:25][CH3:26])(=[O:23])C. (7) Given the product [CH3:1][C:2]1[CH:6]=[C:5]([N:7]2[CH2:11][CH2:10][N:9]([CH2:12][C:13]3[CH:14]=[CH:15][C:16]([C:19]([F:20])([F:21])[F:22])=[CH:17][CH:18]=3)[C:8]2=[O:23])[S:4][C:3]=1[C:24]([OH:26])=[O:25], predict the reactants needed to synthesize it. The reactants are: [CH3:1][C:2]1[CH:6]=[C:5]([N:7]2[CH2:11][CH2:10][N:9]([CH2:12][C:13]3[CH:18]=[CH:17][C:16]([C:19]([F:22])([F:21])[F:20])=[CH:15][CH:14]=3)[C:8]2=[O:23])[S:4][C:3]=1[C:24]([O:26]CC)=[O:25].[OH-].[Na+].Cl.